This data is from Full USPTO retrosynthesis dataset with 1.9M reactions from patents (1976-2016). The task is: Predict the reactants needed to synthesize the given product. (1) Given the product [Br:1][C:2]1[CH:9]=[C:8]([Cl:10])[CH:7]=[C:6]([F:11])[C:3]=1[CH:4]=[N:14][OH:12], predict the reactants needed to synthesize it. The reactants are: [Br:1][C:2]1[CH:9]=[C:8]([Cl:10])[CH:7]=[C:6]([F:11])[C:3]=1[CH:4]=O.[OH2:12].O[NH2:14].O. (2) Given the product [OH-:13].[NH4+:1].[NH:10]1[C:9]2[CH:8]=[CH:7][C:4]([C:5]#[N:6])=[CH:3][C:2]=2[N:1]=[CH:11]1, predict the reactants needed to synthesize it. The reactants are: [NH2:1][C:2]1[CH:3]=[C:4]([CH:7]=[CH:8][C:9]=1[NH2:10])[C:5]#[N:6].[CH2:11]([O:13]C(OCC)OCC)C. (3) Given the product [Cl:1][C:2]1[CH:3]=[C:4]([C@@H:12]([CH2:21][CH:22]2[CH2:23][CH2:24][CH2:25][CH2:26]2)[C:13]([NH:15][C:16]2[CH:20]=[CH:19][N:18]([C:34](=[O:37])[CH2:35][CH3:36])[N:17]=2)=[O:14])[CH:5]=[CH:6][C:7]=1[S:8]([CH3:11])(=[O:10])=[O:9], predict the reactants needed to synthesize it. The reactants are: [Cl:1][C:2]1[CH:3]=[C:4]([C@@H:12]([CH2:21][CH:22]2[CH2:26][CH2:25][CH2:24][CH2:23]2)[C:13]([NH:15][C:16]2[CH:20]=[CH:19][NH:18][N:17]=2)=[O:14])[CH:5]=[CH:6][C:7]=1[S:8]([CH3:11])(=[O:10])=[O:9].CN1CCOCC1.[C:34](Cl)(=[O:37])[CH2:35][CH3:36]. (4) Given the product [NH:4]1[C:12]2[C:7](=[CH:8][CH:9]=[C:10]([NH:13][C:14]([C:16]3[C:35]([N:36]4[CH2:37][CH2:38][N:39]([S:51](=[O:53])(=[O:52])[N:50]([CH3:55])[CH3:49])[CH2:40][CH2:41]4)=[CH:34][C:19]4[NH:20][C:21]([NH:23][C:24]5[CH:29]=[CH:28][CH:27]=[CH:26][C:25]=5[C:30]([F:31])([F:32])[F:33])=[N:22][C:18]=4[CH:17]=3)=[O:15])[CH:11]=2)[CH:6]=[N:5]1, predict the reactants needed to synthesize it. The reactants are: Cl.Cl.Cl.[NH:4]1[C:12]2[C:7](=[CH:8][CH:9]=[C:10]([NH:13][C:14]([C:16]3[C:35]([N:36]4[CH2:41][CH2:40][NH:39][CH2:38][CH2:37]4)=[CH:34][C:19]4[NH:20][C:21]([NH:23][C:24]5[CH:29]=[CH:28][CH:27]=[CH:26][C:25]=5[C:30]([F:33])([F:32])[F:31])=[N:22][C:18]=4[CH:17]=3)=[O:15])[CH:11]=2)[CH:6]=[N:5]1.C(N(CC)CC)C.[CH3:49][N:50]([CH3:55])[S:51](Cl)(=[O:53])=[O:52].O.NN. (5) The reactants are: [CH3:1][O:2][C:3](=[O:33])[C@@H:4]([NH:13][C:14]([C:16]1[CH:17]=[C:18]([C:23]2[CH:28]=[CH:27][C:26]([C:29]([F:32])([F:31])[F:30])=[CH:25][CH:24]=2)[CH:19]=[CH:20][C:21]=1[OH:22])=[O:15])[CH2:5][C:6]1[CH:11]=[CH:10][C:9](Br)=[CH:8][CH:7]=1.[N+:34]([C:37]1[CH:42]=[CH:41][C:40](B(O)O)=[CH:39][CH:38]=1)([O-:36])=[O:35].C([O-])([O-])=O.[Na+].[Na+]. Given the product [CH3:1][O:2][C:3](=[O:33])[C@@H:4]([NH:13][C:14]([C:16]1[CH:17]=[C:18]([C:23]2[CH:28]=[CH:27][C:26]([C:29]([F:32])([F:31])[F:30])=[CH:25][CH:24]=2)[CH:19]=[CH:20][C:21]=1[OH:22])=[O:15])[CH2:5][C:6]1[CH:11]=[CH:10][C:9]([C:40]2[CH:41]=[CH:42][C:37]([N+:34]([O-:36])=[O:35])=[CH:38][CH:39]=2)=[CH:8][CH:7]=1, predict the reactants needed to synthesize it. (6) Given the product [CH3:37][C:33]1[CH:32]=[C:31]([NH:30][C:28]([NH:27][C:24]2[CH:25]=[N:26][C:21]([C:9]3[CH:17]=[CH:16][CH:15]=[C:14]4[C:10]=3[CH2:11][NH:12][C:13]4=[O:18])=[CH:22][CH:23]=2)=[O:29])[CH:36]=[CH:35][CH:34]=1, predict the reactants needed to synthesize it. The reactants are: CC1(C)C(C)(C)OB([C:9]2[CH:17]=[CH:16][CH:15]=[C:14]3[C:10]=2[CH2:11][NH:12][C:13]3=[O:18])O1.Br[C:21]1[N:26]=[CH:25][C:24]([NH:27][C:28]([NH:30][C:31]2[CH:36]=[CH:35][CH:34]=[C:33]([CH3:37])[CH:32]=2)=[O:29])=[CH:23][CH:22]=1.NC1C=C(Br)C=CN=1.C1(C)C=CC=C(N=C=O)C=1.C([O-])([O-])=O.[Na+].[Na+].